The task is: Predict the reaction yield, written as a fraction of the theoretical maximum amount of product (1.0 means a 100% yield; for example, 0.34 means a 34% yield).. This data is from Reaction yield outcomes from USPTO patents with 853,638 reactions. The reactants are [N+:1]([C:4]1[CH:9]=[CH:8][C:7]([S:10]([C:13]2[CH:21]=[C:20]([CH3:22])[C:19]3[N:18]([CH3:23])[C:17]4[CH2:24][CH:25]5[NH:29][CH:28]([C:16]=4[C:15]=3[C:14]=2[C:30]([O:32][C:33]([CH3:36])([CH3:35])[CH3:34])=[O:31])[CH2:27][CH2:26]5)(=[O:12])=[O:11])=[CH:6][CH:5]=1)([O-])=O. The catalyst is C(O)C.[Pd]. The product is [NH2:1][C:4]1[CH:5]=[CH:6][C:7]([S:10]([C:13]2[CH:21]=[C:20]([CH3:22])[C:19]3[N:18]([CH3:23])[C:17]4[CH2:24][CH:25]5[NH:29][CH:28]([C:16]=4[C:15]=3[C:14]=2[C:30]([O:32][C:33]([CH3:36])([CH3:35])[CH3:34])=[O:31])[CH2:27][CH2:26]5)(=[O:11])=[O:12])=[CH:8][CH:9]=1. The yield is 0.720.